Dataset: Full USPTO retrosynthesis dataset with 1.9M reactions from patents (1976-2016). Task: Predict the reactants needed to synthesize the given product. (1) The reactants are: [CH2:1]([O:8][C:9]([N:11]1[CH2:15][C@H:14]([CH2:16][OH:17])[C@H:13]([NH:18][C:19]([O:21][C:22]([CH3:25])([CH3:24])[CH3:23])=[O:20])[CH2:12]1)=[O:10])[C:2]1[CH:7]=[CH:6][CH:5]=[CH:4][CH:3]=1.[C:26]1([CH3:36])[CH:31]=[CH:30][C:29]([S:32](Cl)(=[O:34])=[O:33])=[CH:28][CH:27]=1.C(OCC)(=O)C.Cl. Given the product [CH2:1]([O:8][C:9]([N:11]1[CH2:15][C@H:14]([CH2:16][O:17][S:32]([C:29]2[CH:30]=[CH:31][C:26]([CH3:36])=[CH:27][CH:28]=2)(=[O:34])=[O:33])[C@H:13]([NH:18][C:19]([O:21][C:22]([CH3:25])([CH3:24])[CH3:23])=[O:20])[CH2:12]1)=[O:10])[C:2]1[CH:3]=[CH:4][CH:5]=[CH:6][CH:7]=1, predict the reactants needed to synthesize it. (2) Given the product [C:28]1([C@H:26]([NH:25][C:24]2[C:19]3[CH:18]=[C:17]([C:14]4[CH:13]=[CH:12][C:11]([CH2:10][OH:9])=[CH:16][CH:15]=4)[NH:34][C:20]=3[N:21]=[CH:22][N:23]=2)[CH3:27])[CH:29]=[CH:30][CH:31]=[CH:32][CH:33]=1, predict the reactants needed to synthesize it. The reactants are: [H-].[Al+3].[Li+].[H-].[H-].[H-].C([O:9][C:10](=O)[C:11]1[CH:16]=[CH:15][C:14]([C:17]2[NH:34][C:20]3[N:21]=[CH:22][N:23]=[C:24]([NH:25][C@@H:26]([C:28]4[CH:33]=[CH:32][CH:31]=[CH:30][CH:29]=4)[CH3:27])[C:19]=3[CH:18]=2)=[CH:13][CH:12]=1)C.O.[OH-].[Na+]. (3) The reactants are: C(OC([N:8]1[CH2:13][CH2:12][CH:11]([N:14]2[CH:18]=[C:17]([C:19]3[CH:20]=[N:21][C:22]([NH2:36])=[C:23]([N:25]4[CH2:34][CH2:33][C:32]5[C:27](=[CH:28][CH:29]=[CH:30][C:31]=5[Cl:35])[CH2:26]4)[CH:24]=3)[CH:16]=[N:15]2)[CH2:10][CH2:9]1)=O)(C)(C)C.Cl. Given the product [Cl:35][C:31]1[CH:30]=[CH:29][CH:28]=[C:27]2[C:32]=1[CH2:33][CH2:34][N:25]([C:23]1[C:22]([NH2:36])=[N:21][CH:20]=[C:19]([C:17]3[CH:16]=[N:15][N:14]([CH:11]4[CH2:10][CH2:9][NH:8][CH2:13][CH2:12]4)[CH:18]=3)[CH:24]=1)[CH2:26]2, predict the reactants needed to synthesize it. (4) Given the product [Cl:1][C:2]1[C:3]([O:9][CH3:10])=[CH:4][CH:5]=[C:6]([F:8])[C:7]=1[CH:19]=[O:20], predict the reactants needed to synthesize it. The reactants are: [Cl:1][C:2]1[CH:7]=[C:6]([F:8])[CH:5]=[CH:4][C:3]=1[O:9][CH3:10].[Li]CCCC.CN([CH:19]=[O:20])C. (5) Given the product [C:20]([O:19][C:17](=[O:18])[NH:24][CH2:25][CH2:26][CH2:27][CH2:28][N:12]1[CH2:13][CH2:14][CH:9]([C:7](=[O:8])[C:6]2[CH:5]=[CH:4][C:3]([F:2])=[CH:16][CH:15]=2)[CH2:10][CH2:11]1)([CH3:23])([CH3:22])[CH3:21], predict the reactants needed to synthesize it. The reactants are: Cl.[F:2][C:3]1[CH:16]=[CH:15][C:6]([C:7]([CH:9]2[CH2:14][CH2:13][NH:12][CH2:11][CH2:10]2)=[O:8])=[CH:5][CH:4]=1.[C:17]([NH:24][CH2:25][CH2:26][CH2:27][CH2:28]Br)([O:19][C:20]([CH3:23])([CH3:22])[CH3:21])=[O:18].[I-].[Na+].O. (6) The reactants are: [CH2:1]([O:3][C:4](=[O:24])[CH2:5][C:6]1[CH:7]=[N:8][CH:9]=[C:10]([C:12]2[CH:17]=[CH:16][C:15]([C:18]([F:21])([F:20])[F:19])=[CH:14][C:13]=2[CH:22]=O)[CH:11]=1)[CH3:2].[NH2:25][CH2:26][CH2:27][C:28]1[CH:33]=[CH:32][N:31]=[CH:30][CH:29]=1. Given the product [CH2:1]([O:3][C:4](=[O:24])[CH2:5][C:6]1[CH:7]=[N:8][CH:9]=[C:10]([C:12]2[CH:17]=[CH:16][C:15]([C:18]([F:20])([F:21])[F:19])=[CH:14][C:13]=2[CH2:22][NH:25][CH2:26][CH2:27][C:28]2[CH:33]=[CH:32][N:31]=[CH:30][CH:29]=2)[CH:11]=1)[CH3:2], predict the reactants needed to synthesize it. (7) Given the product [CH3:1][O:2][C:3](=[O:19])[CH2:4][C:5]1[CH:10]=[CH:9][CH:8]=[C:7]([NH:11][C:12]2[N:17]=[C:16]([N:22]3[C:23]4[CH:29]=[CH:28][CH:27]=[CH:26][C:24]=4[N:25]=[C:21]3[Cl:20])[N:15]=[CH:14][N:13]=2)[CH:6]=1, predict the reactants needed to synthesize it. The reactants are: [CH3:1][O:2][C:3](=[O:19])[CH2:4][C:5]1[CH:10]=[CH:9][CH:8]=[C:7]([NH:11][C:12]2[N:17]=[C:16](Cl)[N:15]=[CH:14][N:13]=2)[CH:6]=1.[Cl:20][C:21]1[NH:22][C:23]2[CH:29]=[CH:28][CH:27]=[CH:26][C:24]=2[N:25]=1.C([O-])([O-])=O.[K+].[K+]. (8) Given the product [Br:1][C:2]1[CH:3]=[C:4]([C:8]([NH:10][CH2:11][CH2:12][CH:13]=[O:14])=[O:9])[NH:5][C:6]=1[Br:7], predict the reactants needed to synthesize it. The reactants are: [Br:1][C:2]1[CH:3]=[C:4]([C:8]([NH:10][CH2:11][CH2:12][CH:13]2OCC[O:14]2)=[O:9])[NH:5][C:6]=1[Br:7].O.C1(C)C=CC(S(O)(=O)=O)=CC=1. (9) Given the product [CH3:22][C:18]1[Se:17][C:16]([CH:13]2[CH2:14][CH2:15][CH:10]([CH:7]3[CH2:6][CH2:5][CH:4]([CH2:1][CH2:2][CH3:3])[CH2:9][CH2:8]3)[CH2:11][CH2:12]2)=[CH:20][CH:19]=1, predict the reactants needed to synthesize it. The reactants are: [CH2:1]([CH:4]1[CH2:9][CH2:8][CH:7]([CH:10]2[CH2:15][CH2:14][CH:13]([C:16]3[Se:17][CH:18]=[CH:19][CH:20]=3)[CH2:12][CH2:11]2)[CH2:6][CH2:5]1)[CH2:2][CH3:3].[Li][CH2:22]CCC.CI.[Cl-].[NH4+].N.